Dataset: HIV replication inhibition screening data with 41,000+ compounds from the AIDS Antiviral Screen. Task: Binary Classification. Given a drug SMILES string, predict its activity (active/inactive) in a high-throughput screening assay against a specified biological target. (1) The molecule is OC1(CCc2ccccc2)COC(C(F)(F)F)(C(F)(F)F)C1. The result is 0 (inactive). (2) The drug is CCOC(=O)c1nc(SC)sc1NC(=O)c1ccc([N+](=O)[O-])cc1. The result is 0 (inactive). (3) The drug is CC1=[N+]2[N-]C(N3CC4CCC(CC4)C3)=[S+][Fe-]2[n+]2cnccc21. The result is 0 (inactive).